This data is from Full USPTO retrosynthesis dataset with 1.9M reactions from patents (1976-2016). The task is: Predict the reactants needed to synthesize the given product. (1) Given the product [CH2:2]1[CH:1]2[CH:14]3[CH:13]=[CH:12][CH:16]([CH:11]2[CH:17]=[CH:3]1)[CH2:15]3, predict the reactants needed to synthesize it. The reactants are: [C:1]([O-])(=O)[CH:2]=[CH2:3].C1CC=CC=1.[C:11]1([CH3:17])[CH:16]=[CH:15][CH:14]=[CH:13][CH:12]=1. (2) Given the product [NH:25]1[C:33]2=[N:32][CH:31]=[CH:30][CH:29]=[C:28]2[C:27](/[CH:34]=[C:3]2\[O:4][C:5]3[C:10]([CH2:11][N:12]4[CH2:13][CH2:14][N:15]([C:18]([O:20][C:21]([CH3:24])([CH3:23])[CH3:22])=[O:19])[CH2:16][CH2:17]4)=[CH:9][CH:8]=[CH:7][C:6]=3[C:2]\2=[O:1])=[CH:26]1, predict the reactants needed to synthesize it. The reactants are: [O:1]=[C:2]1[C:6]2[CH:7]=[CH:8][CH:9]=[C:10]([CH2:11][N:12]3[CH2:17][CH2:16][N:15]([C:18]([O:20][C:21]([CH3:24])([CH3:23])[CH3:22])=[O:19])[CH2:14][CH2:13]3)[C:5]=2[O:4][CH2:3]1.[NH:25]1[C:33]2[C:28](=[CH:29][CH:30]=[CH:31][N:32]=2)[C:27]([CH:34]=O)=[CH:26]1.